Dataset: Full USPTO retrosynthesis dataset with 1.9M reactions from patents (1976-2016). Task: Predict the reactants needed to synthesize the given product. Given the product [CH3:7][O:8][C:9](=[O:18])[C@H:10]([CH2:12][C:13]1[N:17]=[CH:16][NH:15][CH:14]=1)[NH:11][C:3](=[O:4])[CH:2]=[CH2:6], predict the reactants needed to synthesize it. The reactants are: Cl[C:2](=[CH2:6])[C:3](O)=[O:4].[CH3:7][O:8][C:9](=[O:18])[C@H:10]([CH2:12][C:13]1[N:17]=[CH:16][NH:15][CH:14]=1)[NH2:11].C1(N)C(F)=C(F)C(F)=C(N)C=1F.Cl.Cl.C(N(CC)CC)C.